From a dataset of Full USPTO retrosynthesis dataset with 1.9M reactions from patents (1976-2016). Predict the reactants needed to synthesize the given product. The reactants are: [C:1]([NH:13][C@H:14]([C:19]([OH:21])=[O:20])[CH2:15][C:16](=O)[NH2:17])(=[O:12])[C:2]1[CH:11]=[CH:10][C:9]2[C:4](=[CH:5][CH:6]=[CH:7][CH:8]=2)[N:3]=1.C(N(CC)C(C)C)(C)C.C1(N=C=NC2CCCCC2)CCCCC1. Given the product [C:1]([NH:13][C@H:14]([C:19]([OH:21])=[O:20])[CH2:15][C:16]#[N:17])(=[O:12])[C:2]1[CH:11]=[CH:10][C:9]2[C:4](=[CH:5][CH:6]=[CH:7][CH:8]=2)[N:3]=1, predict the reactants needed to synthesize it.